This data is from Forward reaction prediction with 1.9M reactions from USPTO patents (1976-2016). The task is: Predict the product of the given reaction. (1) Given the reactants [OH:1][CH2:2][C:3]1[CH:4]=[C:5](B(O)O)[CH:6]=[CH:7][CH:8]=1.I[C:13]1[C:21]2[C:16](=[N:17][CH:18]=[N:19][C:20]=2[NH2:22])[N:15]([CH:23]([CH3:25])[CH3:24])[N:14]=1.C([O-])([O-])=O.[Na+].[Na+], predict the reaction product. The product is: [NH2:22][C:20]1[N:19]=[CH:18][N:17]=[C:16]2[N:15]([CH:23]([CH3:25])[CH3:24])[N:14]=[C:13]([C:5]3[CH:4]=[C:3]([CH2:2][OH:1])[CH:8]=[CH:7][CH:6]=3)[C:21]=12. (2) The product is: [CH3:17][C:18]1[CH:24]=[CH:23][CH:22]=[CH:21][C:19]=1[NH:20][C:14]([C:10]1[S:11][CH:12]=[CH:13][C:9]=1[NH:8][C:6](=[O:7])[O:5][C:1]([CH3:2])([CH3:3])[CH3:4])=[O:16]. Given the reactants [C:1]([O:5][C:6]([NH:8][C:9]1[CH:13]=[CH:12][S:11][C:10]=1[C:14]([OH:16])=O)=[O:7])([CH3:4])([CH3:3])[CH3:2].[CH3:17][C:18]1[CH:24]=[CH:23][CH:22]=[CH:21][C:19]=1[NH2:20], predict the reaction product. (3) Given the reactants [Br:1][C:2]1[CH:3]=[C:4]2[N:10]=[CH:9][N:8]([CH2:11][C:12]3[CH:23]=[CH:22][C:15]4[N:16]=[C:17](S(C)=O)[O:18][C:14]=4[CH:13]=3)[C:5]2=[N:6][CH:7]=1.[NH2:24][C@@H:25]1[CH2:30][CH2:29][CH2:28][CH2:27][C@H:26]1[OH:31].CCN(C(C)C)C(C)C, predict the reaction product. The product is: [Br:1][C:2]1[CH:3]=[C:4]2[N:10]=[CH:9][N:8]([CH2:11][C:12]3[CH:23]=[CH:22][C:15]4[N:16]=[C:17]([NH:24][C@@H:25]5[CH2:30][CH2:29][CH2:28][CH2:27][C@H:26]5[OH:31])[O:18][C:14]=4[CH:13]=3)[C:5]2=[N:6][CH:7]=1. (4) Given the reactants CC(OI1(OC(C)=O)(OC(C)=O)OC(=O)C2C1=CC=CC=2)=O.CO[C:25](=[O:40])[CH:26]([OH:39])[CH2:27][C:28]([C:31]1[CH:36]=[C:35]([F:37])[CH:34]=[CH:33][C:32]=1[Br:38])([CH3:30])[CH3:29].S(Cl)(Cl)=O.[NH2:45][C:46]1[CH:47]=[CH:48][C:49]2[C:54](=[O:55])[O:53][N:52]=[C:51]([CH3:56])[C:50]=2[CH:57]=1.C(O)(=O)CC(CC(O)=O)(C(O)=O)O, predict the reaction product. The product is: [Br:38][C:32]1[CH:33]=[CH:34][C:35]([F:37])=[CH:36][C:31]=1[C:28]([CH3:29])([CH3:30])[CH2:27][C:26](=[O:39])[C:25]([NH:45][C:46]1[CH:47]=[CH:48][C:49]2[C:54](=[O:55])[O:53][N:52]=[C:51]([CH3:56])[C:50]=2[CH:57]=1)=[O:40]. (5) Given the reactants [CH:1]1([CH:4]=[CH:5][C:6]2[CH:7]=[C:8]([CH:12]=[C:13]([N:15]([CH3:20])[S:16]([CH3:19])(=[O:18])=[O:17])[CH:14]=2)[C:9]([OH:11])=[O:10])[CH2:3][CH2:2]1.CO, predict the reaction product. The product is: [CH:1]1([CH2:4][CH2:5][C:6]2[CH:7]=[C:8]([CH:12]=[C:13]([N:15]([CH3:20])[S:16]([CH3:19])(=[O:18])=[O:17])[CH:14]=2)[C:9]([OH:11])=[O:10])[CH2:3][CH2:2]1.